This data is from Forward reaction prediction with 1.9M reactions from USPTO patents (1976-2016). The task is: Predict the product of the given reaction. (1) The product is: [Cl:45][C:12]1[C:13]([O:43][CH3:44])=[CH:14][CH:15]=[C:16]2[C:11]=1[N:10]=[C:9]([C:6]1[S:7][CH:8]=[C:4]([CH:1]([CH3:3])[CH3:2])[N:5]=1)[CH:18]=[C:17]2[O:19][CH2:20][CH2:21][C@@H:22]1[NH:36][C:35](=[O:37])[N:34]([CH3:38])[CH2:33][CH2:32][CH2:31][CH2:30][CH:29]=[CH:28][C@H:27]2[C@@:25]([C:39]([NH:56][S:53]([N:49]3[CH2:50][CH2:51][CH2:52][C@H:48]3[C:46]#[N:47])(=[O:55])=[O:54])=[O:40])([CH2:26]2)[NH:24][C:23]1=[O:42]. Given the reactants [CH:1]([C:4]1[N:5]=[C:6]([C:9]2[CH:18]=[C:17]([O:19][CH2:20][CH2:21][C@@H:22]3[NH:36][C:35](=[O:37])[N:34]([CH3:38])[CH2:33][CH2:32][CH2:31][CH2:30][CH:29]=[CH:28][C@H:27]4[C@@:25]([C:39](O)=[O:40])([CH2:26]4)[NH:24][C:23]3=[O:42])[C:16]3[C:11](=[C:12]([Cl:45])[C:13]([O:43][CH3:44])=[CH:14][CH:15]=3)[N:10]=2)[S:7][CH:8]=1)([CH3:3])[CH3:2].[C:46]([CH:48]1[CH2:52][CH2:51][CH2:50][N:49]1[S:53]([NH2:56])(=[O:55])=[O:54])#[N:47], predict the reaction product. (2) Given the reactants [Cl:1][C:2]1[C:3]([CH3:27])=[C:4]([CH2:8][N:9]2[C:14]3[N:15]=[C:16]([N:18]4[CH2:23][CH2:22][O:21][CH2:20][CH2:19]4)[S:17][C:13]=3[C:12](=[O:24])[N:11]=[C:10]2SC)[CH:5]=[CH:6][CH:7]=1.B1([O-])OO1.[OH2:32].O.O.O.[Na+].[CH3:37]O, predict the reaction product. The product is: [Cl:1][C:2]1[C:3]([CH3:27])=[C:4]([CH2:8][N:9]2[C:14]3[N:15]=[C:16]([N:18]4[CH2:23][CH2:22][O:21][CH2:20][CH2:19]4)[S:17][C:13]=3[C:12](=[O:24])[N:11]=[C:10]2[O:32][CH3:37])[CH:5]=[CH:6][CH:7]=1. (3) Given the reactants [CH3:13][C:12]([O:11][C:9](O[C:9]([O:11][C:12]([CH3:15])([CH3:14])[CH3:13])=[O:10])=[O:10])([CH3:15])[CH3:14].[Cl:16][C:17]1[N:22]=[C:21]([I:23])[C:20]([NH2:24])=[CH:19][CH:18]=1, predict the reaction product. The product is: [Cl:16][C:17]1[N:22]=[C:21]([I:23])[C:20]([NH:24][C:9](=[O:10])[O:11][C:12]([CH3:13])([CH3:14])[CH3:15])=[CH:19][CH:18]=1. (4) The product is: [CH3:28][N:2]([CH3:1])[C:3]([C:5]1[C:16]2[CH2:17][CH2:18][CH2:19][O:27][C:15]=2[C:8]2[N:9]=[C:10]([CH2:13][CH3:14])[N:11]([CH3:12])[C:7]=2[C:6]=1[C:5]1[CH:16]=[CH:15][CH:8]=[CH:7][CH:6]=1)=[O:4]. Given the reactants [CH3:1][N:2]([CH3:28])[C:3]([C:5]1[C:16]([CH2:17][CH2:18][CH:19](O)C2C=CC=CC=2)=[C:15]([OH:27])[C:8]2[N:9]=[C:10]([CH2:13][CH3:14])[N:11]([CH3:12])[C:7]=2[CH:6]=1)=[O:4].[OH-].[Na+], predict the reaction product. (5) Given the reactants [Cl:1][C:2]1[CH:3]=[C:4]2[C:8](=[CH:9][CH:10]=1)[NH:7][CH:6]=[CH:5]2.[Cl-].[CH3:12][O:13][C:14]1[CH:26]=[CH:25][CH:24]=[CH:23][C:15]=1[CH:16]=[N+:17]1[CH2:22][CH2:21][CH2:20][CH2:19][CH2:18]1, predict the reaction product. The product is: [Cl:1][C:2]1[CH:3]=[C:4]2[C:8](=[CH:9][CH:10]=1)[NH:7][CH:6]=[C:5]2[CH:16]([C:15]1[CH:23]=[CH:24][CH:25]=[CH:26][C:14]=1[O:13][CH3:12])[N:17]1[CH2:22][CH2:21][CH2:20][CH2:19][CH2:18]1. (6) Given the reactants Br[CH2:2][CH2:3][CH2:4][C:5](Cl)=[O:6].[I:8][C:9]1[CH:15]=[CH:14][C:12]([NH2:13])=[CH:11][CH:10]=1.CCN(CC)CC.[H-].[Na+], predict the reaction product. The product is: [I:8][C:9]1[CH:15]=[CH:14][C:12]([N:13]2[CH2:2][CH2:3][CH2:4][C:5]2=[O:6])=[CH:11][CH:10]=1. (7) Given the reactants [Cl:1][C:2]1[CH:3]=[C:4]([C:9]2[CH:10]=[C:11]([C:28]([NH2:30])=[O:29])[C:12]3[NH:13][C:14]4[CH:15]=[C:16]([N:22]5[CH2:27][CH2:26][O:25][CH2:24][CH2:23]5)[CH:17]=[CH:18][C:19]=4[C:20]=3[N:21]=2)[CH:5]=[CH:6][C:7]=1[OH:8].Br[CH2:32][CH2:33][Cl:34].C([O-])([O-])=O.[K+].[K+].C(O)(C(F)(F)F)=O.N, predict the reaction product. The product is: [Cl:1][C:2]1[CH:3]=[C:4]([C:9]2[CH:10]=[C:11]([C:28]([NH2:30])=[O:29])[C:12]3[NH:13][C:14]4[CH:15]=[C:16]([N:22]5[CH2:23][CH2:24][O:25][CH2:26][CH2:27]5)[CH:17]=[CH:18][C:19]=4[C:20]=3[N:21]=2)[CH:5]=[CH:6][C:7]=1[O:8][CH2:32][CH2:33][Cl:34].